From a dataset of Full USPTO retrosynthesis dataset with 1.9M reactions from patents (1976-2016). Predict the reactants needed to synthesize the given product. (1) Given the product [CH:18]1([CH2:21][CH2:22][NH:23][C:2]2[N:10]=[C:9]3[C:5]([N:6]=[CH:7][N:8]3[CH:11]3[CH2:16][CH2:15][CH2:14][CH2:13][O:12]3)=[C:4]([NH2:17])[N:3]=2)[CH2:20][CH2:19]1, predict the reactants needed to synthesize it. The reactants are: Cl[C:2]1[N:10]=[C:9]2[C:5]([N:6]=[CH:7][N:8]2[CH:11]2[CH2:16][CH2:15][CH2:14][CH2:13][O:12]2)=[C:4]([NH2:17])[N:3]=1.[CH:18]1([CH2:21][CH2:22][NH2:23])[CH2:20][CH2:19]1. (2) Given the product [N+:11]([C:6]1[CH:7]=[CH:8][CH:9]=[CH:10][C:5]=1[C:3]1[N:14]=[C:15]([NH2:17])[S:16][CH:2]=1)([O-:13])=[O:12], predict the reactants needed to synthesize it. The reactants are: Br[CH2:2][C:3]([C:5]1[CH:10]=[CH:9][CH:8]=[CH:7][C:6]=1[N+:11]([O-:13])=[O:12])=O.[NH2:14][C:15]([NH2:17])=[S:16]. (3) Given the product [CH3:13][C@@:14]1([CH2:27][N:28]2[N:32]=[N:31][CH:30]=[CH:29]2)[S:18](=[O:19])(=[O:20])[C@@H:17]2[CH2:21][C:22](=[O:23])[N:16]2[C@H:15]1[C:24]([OH:26])=[O:25].[NH2:1][C@H:2]([C:10]([OH:12])=[O:11])[CH2:3][CH2:4][CH2:5][NH:6][C:7](=[NH:8])[NH2:9], predict the reactants needed to synthesize it. The reactants are: [NH2:1][C@H:2]([C:10]([OH:12])=[O:11])[CH2:3][CH2:4][CH2:5][NH:6][C:7](=[NH:9])[NH2:8].[CH3:13][C@@:14]1([CH2:27][N:28]2[N:32]=[N:31][CH:30]=[CH:29]2)[S:18](=[O:20])(=[O:19])[C@@H:17]2[CH2:21][C:22](=[O:23])[N:16]2[C@H:15]1[C:24]([OH:26])=[O:25]. (4) Given the product [CH:34]1([O:37][C:26]2[CH:25]=[CH:24][C:7]3[C:8](=[O:44])[CH2:9][C:1]4([O:5][C:6]=3[CH:27]=2)[CH2:2][CH2:3][CH2:4]4)[CH2:31][CH2:30][CH2:29][CH2:28]1, predict the reactants needed to synthesize it. The reactants are: [C:1]12([CH2:9][CH:8](NC(NC3SC4C=C(C)C=CC=4N=3)=O)[C:7]3[CH:24]=[CH:25][CH:26]=[CH:27][C:6]=3[O:5]1)[CH2:4][CH2:3][CH2:2]2.[CH:28]1(Br)C[CH2:31][CH2:30][CH2:29]1.[C:34]([O-:37])([O-])=O.[K+].[K+].CN(C=[O:44])C. (5) Given the product [C:25]([NH:24][C:16]1[C:17]([CH3:23])=[N:18][C:19]2[C:14]([N:15]=1)=[C:13]([C:7]1[NH:6][C:5]3[C@@H:3]([CH3:4])[NH:2][C:10](=[O:12])[C:9]=3[CH:8]=1)[CH:22]=[CH:21][CH:20]=2)([CH3:27])([CH3:28])[CH3:26], predict the reactants needed to synthesize it. The reactants are: Cl.[NH2:2][CH:3]([C:5]1[NH:6][C:7]([C:13]2[CH:22]=[CH:21][CH:20]=[C:19]3[C:14]=2[N:15]=[C:16]([NH:24][C:25]([CH3:28])([CH3:27])[CH3:26])[C:17]([CH3:23])=[N:18]3)=[CH:8][C:9]=1[C:10]([OH:12])=O)[CH3:4].CCN(C(C)C)C(C)C.F[P-](F)(F)(F)(F)F.N1(O[P+](N2CCCC2)(N2CCCC2)N2CCCC2)C2C=CC=CC=2N=N1.N1(P(=O)(N2CCCC2)N2CCCC2)CCCC1.C(=O)=O. (6) The reactants are: CN(C)C([S:5][C:6]1[N:7]=[C:8]([CH3:16])[S:9][C:10]=1[C:11]([O:13][CH2:14][CH3:15])=[O:12])=O.[H-].[Na+]. Given the product [SH:5][C:6]1[N:7]=[C:8]([CH3:16])[S:9][C:10]=1[C:11]([O:13][CH2:14][CH3:15])=[O:12], predict the reactants needed to synthesize it. (7) Given the product [CH3:10][C:9]1[C:4]([CH:3]=[O:2])=[CH:5][C:6]([O:11][CH2:12][CH2:13][CH2:14][CH2:15][CH:16]2[CH2:17][CH2:18][N:19]([CH3:22])[CH2:20][CH2:21]2)=[N:7][CH:8]=1, predict the reactants needed to synthesize it. The reactants are: C[O:2][CH:3](OC)[C:4]1[C:9]([CH3:10])=[CH:8][N:7]=[C:6]([O:11][CH2:12][CH2:13][CH2:14][CH2:15][CH:16]2[CH2:21][CH2:20][N:19]([CH3:22])[CH2:18][CH2:17]2)[CH:5]=1.Cl.